This data is from Catalyst prediction with 721,799 reactions and 888 catalyst types from USPTO. The task is: Predict which catalyst facilitates the given reaction. (1) Reactant: [Cr](Cl)([O-])(=O)=O.[NH+]1C=CC=CC=1.[F:12][C:13]1[C:18]([F:19])=[CH:17][C:16]([NH:20][C:21](=[O:26])[C:22]([CH3:25])([CH3:24])[CH3:23])=[C:15]([CH2:27][OH:28])[CH:14]=1. Product: [F:12][C:13]1[C:18]([F:19])=[CH:17][C:16]([NH:20][C:21](=[O:26])[C:22]([CH3:23])([CH3:24])[CH3:25])=[C:15]([CH:27]=[O:28])[CH:14]=1. The catalyst class is: 2. (2) Reactant: [CH2:1]([O:3][C:4]([C:6]1[NH:7][C:8]2[C:13]([CH:14]=1)=[CH:12][C:11]([OH:15])=[CH:10][CH:9]=2)=[O:5])[CH3:2].Br[CH2:17][C:18]([O:20][C:21]([CH3:24])([CH3:23])[CH3:22])=[O:19].C(=O)([O-])[O-].[Cs+].[Cs+]. Product: [CH2:1]([O:3][C:4]([C:6]1[NH:7][C:8]2[C:13]([CH:14]=1)=[CH:12][C:11]([O:15][CH2:17][C:18]([O:20][C:21]([CH3:24])([CH3:23])[CH3:22])=[O:19])=[CH:10][CH:9]=2)=[O:5])[CH3:2]. The catalyst class is: 42. (3) Reactant: Br.Br[C:3]1[C:8](=[O:9])[CH:7]=[CH:6][N:5]([CH3:10])[CH:4]=1.[CH3:11][O:12][C:13]([C:15]1[CH:20]=[CH:19][C:18](B(O)O)=[CH:17][CH:16]=1)=[O:14].C(=O)([O-])[O-].[Na+].[Na+]. Product: [CH3:10][N:5]1[CH:6]=[CH:7][C:8](=[O:9])[C:3]([C:18]2[CH:19]=[CH:20][C:15]([C:13]([O:12][CH3:11])=[O:14])=[CH:16][CH:17]=2)=[CH:4]1. The catalyst class is: 398. (4) Reactant: [NH2:1][C:2]1[N:7]=[C:6]([CH2:8][CH2:9][O:10][C:11]2[CH:16]=[CH:15][C:14]([NH:17][C:18]([C:20]3[C:21]([C:26]4[CH:31]=[CH:30][C:29]([CH3:32])=[CH:28][CH:27]=4)=[CH:22][CH:23]=[CH:24][CH:25]=3)=[O:19])=[CH:13][CH:12]=2)[CH:5]=[CH:4][CH:3]=1.[ClH:33]. Product: [ClH:33].[NH2:1][C:2]1[N:7]=[C:6]([CH2:8][CH2:9][O:10][C:11]2[CH:12]=[CH:13][C:14]([NH:17][C:18]([C:20]3[C:21]([C:26]4[CH:31]=[CH:30][C:29]([CH3:32])=[CH:28][CH:27]=4)=[CH:22][CH:23]=[CH:24][CH:25]=3)=[O:19])=[CH:15][CH:16]=2)[CH:5]=[CH:4][CH:3]=1. The catalyst class is: 13. (5) Product: [C:1]1([CH:7]([C:13]2[CH:14]=[C:15]([CH3:19])[CH:16]=[CH:17][CH:18]=2)[CH:8]2[CH2:12][CH2:11][N:10]([CH2:30][C:29]([O:28][CH3:27])=[O:32])[CH2:9]2)[CH:2]=[CH:3][CH:4]=[CH:5][CH:6]=1. The catalyst class is: 4. Reactant: [C:1]1([CH:7]([C:13]2[CH:14]=[C:15]([CH3:19])[CH:16]=[CH:17][CH:18]=2)[CH:8]2[CH2:12][CH2:11][NH:10][CH2:9]2)[CH:6]=[CH:5][CH:4]=[CH:3][CH:2]=1.C(N(CC)CC)C.[CH3:27][O:28][C:29](=[O:32])[CH2:30]Br.